From a dataset of Reaction yield outcomes from USPTO patents with 853,638 reactions. Predict the reaction yield, written as a fraction of the theoretical maximum amount of product (1.0 means a 100% yield; for example, 0.34 means a 34% yield). (1) The catalyst is C(Cl)Cl. The product is [CH2:1]([O:8][N:9]1[C:15](=[O:16])[N:14]2[CH2:17][C@H:10]1[CH2:11][CH2:12][C@H:13]2[C:18]([NH:21][O:22][CH:23]1[CH2:28][N:27]([C:29]([O:31][C:32]([CH3:33])([CH3:34])[CH3:35])=[O:30])[CH2:26][C:25]2[N:36]([CH3:39])[N:37]=[CH:38][C:24]1=2)=[O:20])[C:2]1[CH:3]=[CH:4][CH:5]=[CH:6][CH:7]=1. The yield is 0.890. The reactants are [CH2:1]([O:8][N:9]1[C:15](=[O:16])[N:14]2[CH2:17][C@H:10]1[CH2:11][CH2:12][C@H:13]2[C:18]([OH:20])=O)[C:2]1[CH:7]=[CH:6][CH:5]=[CH:4][CH:3]=1.[NH2:21][O:22][CH:23]1[CH2:28][N:27]([C:29]([O:31][C:32]([CH3:35])([CH3:34])[CH3:33])=[O:30])[CH2:26][C:25]2[N:36]([CH3:39])[N:37]=[CH:38][C:24]1=2.ON1C2C=CC=CC=2N=N1.Cl.C(N=C=NCCCN(C)C)C. (2) The reactants are [S:1]1[C:5]2[CH:6]=[CH:7][CH:8]=[CH:9][C:4]=2[N:3]=[CH:2]1.C([N-]C(C)C)(C)C.[Li+].[C:18]1([CH2:24][N:25]2[CH2:30][CH2:29][CH:28]([CH:31]=[CH:32][CH:33]=[O:34])[CH2:27][CH2:26]2)[CH:23]=[CH:22][CH:21]=[CH:20][CH:19]=1. The catalyst is C1COCC1.C1CCCCC1. The product is [S:1]1[C:5]2[CH:6]=[CH:7][CH:8]=[CH:9][C:4]=2[N:3]=[C:2]1[CH:33]([OH:34])[CH:32]=[CH:31][CH:28]1[CH2:27][CH2:26][N:25]([CH2:24][C:18]2[CH:19]=[CH:20][CH:21]=[CH:22][CH:23]=2)[CH2:30][CH2:29]1. The yield is 1.00. (3) The reactants are [Br:1][C:2]1[CH:7]=[CH:6][C:5]([CH2:8]Br)=[CH:4][C:3]=1[F:10].[C-:11]#[N:12].[K+]. The catalyst is C(O)C. The product is [Br:1][C:2]1[CH:7]=[CH:6][C:5]([CH2:8][C:11]#[N:12])=[CH:4][C:3]=1[F:10]. The yield is 0.790. (4) The reactants are [Cl:1][C:2]1[CH:10]=[CH:9][C:8]([N:11]2[CH:15]=[N:14][CH:13]=[N:12]2)=[CH:7][C:3]=1[C:4]([NH2:6])=[O:5].[CH3:16][N:17]1[CH2:22][CH2:21][N:20]([CH2:23][CH2:24][CH2:25][S:26]([C:29]2[CH:48]=[CH:47][C:32]3[N:33]=[C:34]([NH:36][C:37](=O)[O:38]C4C=CC(F)=CC=4)[S:35][C:31]=3[CH:30]=2)(=[O:28])=[O:27])[CH2:19][CH2:18]1.CC(C)([O-])C.[K+]. The catalyst is C1COCC1.Cl. The product is [Cl:1][C:2]1[CH:10]=[CH:9][C:8]([N:11]2[CH:15]=[N:14][CH:13]=[N:12]2)=[CH:7][C:3]=1[C:4]([NH:6][C:37](=[O:38])[NH:36][C:34]1[S:35][C:31]2[CH:30]=[C:29]([S:26]([CH2:25][CH2:24][CH2:23][N:20]3[CH2:21][CH2:22][N:17]([CH3:16])[CH2:18][CH2:19]3)(=[O:28])=[O:27])[CH:48]=[CH:47][C:32]=2[N:33]=1)=[O:5]. The yield is 0.0900. (5) The reactants are [Cl:1][C:2]1[CH:11]=[CH:10][C:5]([C:6](=O)[CH2:7]Cl)=[CH:4][CH:3]=1.[S-:12][C:13]#[N:14].[K+].[Cl:16][C:17]1[CH:18]=[C:19]([CH:21]=[C:22]([F:24])[CH:23]=1)[NH2:20].[OH2:25]. The catalyst is C(#N)C. The product is [Cl:16][C:17]1[CH:18]=[C:19]([NH:20][C:13]([NH:14][C:7](=[O:25])[CH2:6][C:5]2[CH:10]=[CH:11][C:2]([Cl:1])=[CH:3][CH:4]=2)=[S:12])[CH:21]=[C:22]([F:24])[CH:23]=1. The yield is 0.910. (6) The reactants are [N:1]1[C:10]2[C:5](=[CH:6][CH:7]=[CH:8][CH:9]=2)[CH:4]=[CH:3][C:2]=1[N:11]1[CH2:14][CH:13]([C:15]2[C:16]([C:21]3[CH:22]=[C:23]([CH:28]=[CH:29][CH:30]=3)[C:24]([O:26]C)=[O:25])=[N:17][CH:18]=[CH:19][N:20]=2)[CH2:12]1.O.[OH-].[Li+:33].O. The catalyst is C1COCC1. The product is [N:1]1[C:10]2[C:5](=[CH:6][CH:7]=[CH:8][CH:9]=2)[CH:4]=[CH:3][C:2]=1[N:11]1[CH2:12][CH:13]([C:15]2[C:16]([C:21]3[CH:22]=[C:23]([CH:28]=[CH:29][CH:30]=3)[C:24]([O-:26])=[O:25])=[N:17][CH:18]=[CH:19][N:20]=2)[CH2:14]1.[Li+:33]. The yield is 1.08. (7) The product is [CH3:10][C:7]1[O:6][C:5]([CH:4]([NH2:1])[C:11]2([CH3:16])[CH2:15][CH2:14][CH2:13][O:12]2)=[CH:9][CH:8]=1. The catalyst is C(O)C.[Pd]. The reactants are [N:1]([CH:4]([C:11]1([CH3:16])[CH2:15][CH2:14][CH2:13][O:12]1)[C:5]1[O:6][C:7]([CH3:10])=[CH:8][CH:9]=1)=[N+]=[N-].[H][H]. The yield is 0.960.